This data is from Full USPTO retrosynthesis dataset with 1.9M reactions from patents (1976-2016). The task is: Predict the reactants needed to synthesize the given product. (1) The reactants are: [F:1][C:2]([F:10])([F:9])[C:3]([C:5]([F:8])([F:7])[F:6])=[O:4]. Given the product [OH2:4].[F:1][C:2]([F:10])([F:9])[C:3]([C:5]([F:8])([F:7])[F:6])=[O:4], predict the reactants needed to synthesize it. (2) Given the product [CH3:1][O:2][C:3]1[CH:23]=[CH:22][CH:21]=[CH:20][C:4]=1[O:5][C:6]1[CH:7]=[CH:8][C:9]([N:12]([CH2:13][C:14]2[CH:15]=[N:16][CH:17]=[CH:18][CH:19]=2)[S:27]([CH2:26][C:25]([F:32])([F:31])[F:24])(=[O:29])=[O:28])=[CH:10][CH:11]=1, predict the reactants needed to synthesize it. The reactants are: [CH3:1][O:2][C:3]1[CH:23]=[CH:22][CH:21]=[CH:20][C:4]=1[O:5][C:6]1[CH:11]=[CH:10][C:9]([NH:12][CH2:13][C:14]2[CH:15]=[N:16][CH:17]=[CH:18][CH:19]=2)=[CH:8][CH:7]=1.[F:24][C:25]([F:32])([F:31])[CH2:26][S:27](Cl)(=[O:29])=[O:28].C(=O)([O-])[O-].[K+].[K+]. (3) The reactants are: [Cl:1][C:2]1[CH:7]=[CH:6][C:5]([N:8]=[C:9]=[O:10])=[C:4]([C:11]([F:14])([F:13])[F:12])[CH:3]=1.[CH3:15][O:16][C:17]1[CH:18]=[C:19]2[C:24](=[CH:25][C:26]=1[O:27][CH3:28])[N:23]=[CH:22][N:21]=[C:20]2[NH:29][C:30]1[S:31][C:32]2[CH:38]=[C:37]([NH2:39])[CH:36]=[CH:35][C:33]=2[N:34]=1. Given the product [Cl:1][C:2]1[CH:7]=[CH:6][C:5]([NH:8][C:9]([NH:39][C:37]2[CH:36]=[CH:35][C:33]3[N:34]=[C:30]([NH:29][C:20]4[C:19]5[C:24](=[CH:25][C:26]([O:27][CH3:28])=[C:17]([O:16][CH3:15])[CH:18]=5)[N:23]=[CH:22][N:21]=4)[S:31][C:32]=3[CH:38]=2)=[O:10])=[C:4]([C:11]([F:12])([F:13])[F:14])[CH:3]=1, predict the reactants needed to synthesize it. (4) Given the product [C:1]([C:5]1[S:14][C:13]2[NH:12][C:11]3[CH:15]=[CH:16][CH:17]=[CH:18][C:10]=3[N:9]=[C:8]([N:19]3[CH2:31][CH2:30][NH:29][C@@H:28]([CH2:20][CH2:21][C:22]4[CH:23]=[CH:24][CH:25]=[CH:26][CH:27]=4)[CH2:33]3)[C:7]=2[CH:6]=1)([CH3:4])([CH3:2])[CH3:3], predict the reactants needed to synthesize it. The reactants are: [C:1]([C:5]1[S:14][C:13]2[NH:12][C:11]3[CH:15]=[CH:16][CH:17]=[CH:18][C:10]=3[N:9]=[C:8]([NH2:19])[C:7]=2[CH:6]=1)([CH3:4])([CH3:3])[CH3:2].[CH2:20]([C@H:28]1[CH2:33]N[CH2:31][CH2:30][NH:29]1)[CH2:21][C:22]1[CH:27]=[CH:26][CH:25]=[CH:24][CH:23]=1. (5) Given the product [C:1]([O:5][C:6]([NH:8][C:9]([CH3:14])([CH3:13])[C:10]([O:12][CH3:15])=[O:11])=[O:7])([CH3:4])([CH3:2])[CH3:3], predict the reactants needed to synthesize it. The reactants are: [C:1]([O:5][C:6]([NH:8][C:9]([CH3:14])([CH3:13])[C:10]([OH:12])=[O:11])=[O:7])([CH3:4])([CH3:3])[CH3:2].[CH3:15][Si](C=[N+]=[N-])(C)C.C(O)(=O)C.